From a dataset of Peptide-MHC class II binding affinity with 134,281 pairs from IEDB. Regression. Given a peptide amino acid sequence and an MHC pseudo amino acid sequence, predict their binding affinity value. This is MHC class II binding data. (1) The peptide sequence is SSYAATEVANAAAAS. The MHC is DRB1_1501 with pseudo-sequence DRB1_1501. The binding affinity (normalized) is 0.497. (2) The peptide sequence is STWLLKPGAGIMIFD. The MHC is DRB1_0802 with pseudo-sequence DRB1_0802. The binding affinity (normalized) is 0.158. (3) The peptide sequence is SAAPLRTITADTFRK. The MHC is DRB1_0404 with pseudo-sequence DRB1_0404. The binding affinity (normalized) is 0.486. (4) The peptide sequence is VVIQDNSDIKVVPRRKAKII. The MHC is HLA-DPA10103-DPB10301 with pseudo-sequence HLA-DPA10103-DPB10301. The binding affinity (normalized) is 0.459. (5) The peptide sequence is SDTPYRVNRYTKSAH. The MHC is DRB5_0101 with pseudo-sequence DRB5_0101. The binding affinity (normalized) is 0.107. (6) The peptide sequence is SNGEIEDVQTDIPSE. The MHC is DRB3_0202 with pseudo-sequence DRB3_0202. The binding affinity (normalized) is 0.374. (7) The peptide sequence is MFFVKNPTDTGHGTVHHHHHH. The MHC is DRB3_0202 with pseudo-sequence DRB3_0202. The binding affinity (normalized) is 0.808. (8) The peptide sequence is PKLEFGSLIVNPSLN. The MHC is DRB3_0101 with pseudo-sequence DRB3_0101. The binding affinity (normalized) is 0.254.